From a dataset of Full USPTO retrosynthesis dataset with 1.9M reactions from patents (1976-2016). Predict the reactants needed to synthesize the given product. Given the product [CH3:1][O:2][C:3](=[O:43])[CH2:4][C:5]1[CH:10]=[CH:9][CH:8]=[C:7]([O:11][C:12]2[CH:17]=[CH:16][C:15]([C:18]([F:19])([F:21])[F:20])=[CH:14][C:13]=2[CH2:22][N:23]([CH2:41][CH3:42])[S:24]([C:27]2[CH:32]=[CH:31][C:30]([N:33]([CH3:47])[C:34]3[CH:35]=[C:36]([CH3:40])[CH:37]=[CH:38][CH:39]=3)=[CH:29][CH:28]=2)(=[O:26])=[O:25])[CH:6]=1, predict the reactants needed to synthesize it. The reactants are: [CH3:1][O:2][C:3](=[O:43])[CH2:4][C:5]1[CH:10]=[CH:9][CH:8]=[C:7]([O:11][C:12]2[CH:17]=[CH:16][C:15]([C:18]([F:21])([F:20])[F:19])=[CH:14][C:13]=2[CH2:22][N:23]([CH2:41][CH3:42])[S:24]([C:27]2[CH:32]=[CH:31][C:30]([NH:33][C:34]3[CH:35]=[C:36]([CH3:40])[CH:37]=[CH:38][CH:39]=3)=[CH:29][CH:28]=2)(=[O:26])=[O:25])[CH:6]=1.[H-].[Na+].I[CH3:47].